Dataset: Full USPTO retrosynthesis dataset with 1.9M reactions from patents (1976-2016). Task: Predict the reactants needed to synthesize the given product. (1) Given the product [CH3:1][O:2][C:3]([C:5]1[C:10]([Br:11])=[C:9]([N:14]=[N+:15]=[N-:16])[CH:8]=[C:7]([Cl:13])[N:6]=1)=[O:4], predict the reactants needed to synthesize it. The reactants are: [CH3:1][O:2][C:3]([C:5]1[C:10]([Br:11])=[C:9](Cl)[CH:8]=[C:7]([Cl:13])[N:6]=1)=[O:4].[N-:14]=[N+:15]=[N-:16].[Na+].O. (2) Given the product [CH3:11][N:10]1[C:6]2[C:5]([C:12]([N:14]3[CH2:19][CH2:18][O:17][CH2:16][CH2:15]3)=[O:13])=[CH:4][N:3]=[C:2]([NH:23][C:22]3[CH:24]=[CH:25][C:26]([C:28]([F:29])([F:30])[F:31])=[CH:27][C:21]=3[CH3:20])[C:7]=2[CH:8]=[CH:9]1, predict the reactants needed to synthesize it. The reactants are: Cl[C:2]1[C:7]2[CH:8]=[CH:9][N:10]([CH3:11])[C:6]=2[C:5]([C:12]([N:14]2[CH2:19][CH2:18][O:17][CH2:16][CH2:15]2)=[O:13])=[CH:4][N:3]=1.[CH3:20][C:21]1[CH:27]=[C:26]([C:28]([F:31])([F:30])[F:29])[CH:25]=[CH:24][C:22]=1[NH2:23].C(=O)([O-])[O-].[Cs+].[Cs+]. (3) Given the product [NH2:1][C:4]1[CH:15]=[CH:14][C:7]([CH2:8][N:9]2[CH2:13][CH2:12][S:11][CH2:10]2)=[CH:6][CH:5]=1, predict the reactants needed to synthesize it. The reactants are: [N+:1]([C:4]1[CH:15]=[CH:14][C:7]([CH2:8][N:9]2[CH2:13][CH2:12][S:11][CH2:10]2)=[CH:6][CH:5]=1)([O-])=O. (4) Given the product [Br:17][C:11]1[C:10]2[CH2:12][CH2:13][CH2:14][C:15](=[O:16])[C:9]=2[S:8][C:7]=1[N:1]1[CH2:2][CH2:3][O:4][CH2:5][CH2:6]1, predict the reactants needed to synthesize it. The reactants are: [N:1]1([C:7]2[S:8][C:9]3[C:15](=[O:16])[CH2:14][CH2:13][CH2:12][C:10]=3[CH:11]=2)[CH2:6][CH2:5][O:4][CH2:3][CH2:2]1.[Br:17]Br.